This data is from Catalyst prediction with 721,799 reactions and 888 catalyst types from USPTO. The task is: Predict which catalyst facilitates the given reaction. (1) Reactant: CCN(C(C)C)C(C)C.C1C=CC2N(O)N=NC=2C=1.C(OC([NH:27][C@H:28]([C:31]([OH:33])=O)[CH2:29][OH:30])=O)(C)(C)C.CCN=C=NCCCN(C)C.Cl.[Cl:46][C:47]1[CH:48]=[C:49]2[C:53](=[CH:54][CH:55]=1)[NH:52][C:51]([C:56]([NH:58][C@@H:59]1[CH2:67][C:66]3[C:61](=[CH:62][CH:63]=[CH:64][CH:65]=3)[C@H:60]1[NH:68][CH3:69])=[O:57])=[CH:50]2. Product: [ClH:46].[Cl:46][C:47]1[CH:48]=[C:49]2[C:53](=[CH:54][CH:55]=1)[NH:52][C:51]([C:56]([NH:58][C@@H:59]1[CH2:67][C:66]3[C:61](=[CH:62][CH:63]=[CH:64][CH:65]=3)[C@H:60]1[N:68]([CH3:69])[C:31](=[O:33])[C@H:28]([CH2:29][OH:30])[NH2:27])=[O:57])=[CH:50]2. The catalyst class is: 18. (2) Reactant: Cl[CH2:2][CH2:3][O:4][C:5]1[CH:6]=[C:7]2[C:12](=[CH:13][C:14]=1[O:15][CH3:16])[N:11]=[C:10]([C:17]1[CH:22]=[CH:21][C:20]([C:23]3[CH:28]=[CH:27][CH:26]=[CH:25][CH:24]=3)=[C:19]([F:29])[CH:18]=1)[N:9]=[C:8]2[NH:30][C:31]1[CH:32]=[C:33]2[C:37](=[CH:38][CH:39]=1)[N:36](C([O-])=O)[N:35]=[CH:34]2.[NH:43]1[CH2:47][CH2:46][CH2:45][CH2:44]1.O. Product: [F:29][C:19]1[CH:18]=[C:17]([C:10]2[N:9]=[C:8]([NH:30][C:31]3[CH:32]=[C:33]4[C:37](=[CH:38][CH:39]=3)[NH:36][N:35]=[CH:34]4)[C:7]3[C:12](=[CH:13][C:14]([O:15][CH3:16])=[C:5]([O:4][CH2:3][CH2:2][N:43]4[CH2:47][CH2:46][CH2:45][CH2:44]4)[CH:6]=3)[N:11]=2)[CH:22]=[CH:21][C:20]=1[C:23]1[CH:28]=[CH:27][CH:26]=[CH:25][CH:24]=1. The catalyst class is: 16.